Predict the product of the given reaction. From a dataset of Forward reaction prediction with 1.9M reactions from USPTO patents (1976-2016). Given the reactants [N+:1]([C:4]1[CH:14]=[CH:13][C:7]2[CH2:8][CH2:9][NH:10][CH2:11][CH2:12][C:6]=2[CH:5]=1)([O-:3])=[O:2].[C:15](O[C:15]([O:17][C:18]([CH3:21])([CH3:20])[CH3:19])=[O:16])([O:17][C:18]([CH3:21])([CH3:20])[CH3:19])=[O:16], predict the reaction product. The product is: [N+:1]([C:4]1[CH:14]=[CH:13][C:7]2[CH2:8][CH2:9][N:10]([C:15]([O:17][C:18]([CH3:21])([CH3:20])[CH3:19])=[O:16])[CH2:11][CH2:12][C:6]=2[CH:5]=1)([O-:3])=[O:2].